From a dataset of Reaction yield outcomes from USPTO patents with 853,638 reactions. Predict the reaction yield, written as a fraction of the theoretical maximum amount of product (1.0 means a 100% yield; for example, 0.34 means a 34% yield). The reactants are C(OC([N:8]1[CH2:13][CH2:12][CH2:11][CH2:10][CH:9]1[C:14]([N:16]1[CH2:21][CH2:20][N:19]([C:22]2[C:23]3[CH:30]=[C:29]([CH2:31][CH3:32])[S:28][C:24]=3[N:25]=[CH:26][N:27]=2)[CH2:18][CH2:17]1)=[O:15])=O)(C)(C)C.Cl. The catalyst is CO. The product is [CH2:31]([C:29]1[S:28][C:24]2[N:25]=[CH:26][N:27]=[C:22]([N:19]3[CH2:20][CH2:21][N:16]([C:14]([CH:9]4[CH2:10][CH2:11][CH2:12][CH2:13][NH:8]4)=[O:15])[CH2:17][CH2:18]3)[C:23]=2[CH:30]=1)[CH3:32]. The yield is 1.00.